Dataset: Reaction yield outcomes from USPTO patents with 853,638 reactions. Task: Predict the reaction yield, written as a fraction of the theoretical maximum amount of product (1.0 means a 100% yield; for example, 0.34 means a 34% yield). (1) The reactants are [Cl:1][C:2]1[CH:3]=[C:4]([NH:8][C:9](=[O:23])[CH2:10][S:11][C:12]2[NH:13][N:14]=[C:15]([C:17]3[CH:18]=[N:19][CH:20]=[CH:21][CH:22]=3)[N:16]=2)[CH:5]=[CH:6][CH:7]=1.ClC1C=CC=C(C(OO)=[O:32])C=1. The catalyst is ClCCl. The product is [Cl:1][C:2]1[CH:3]=[C:4]([NH:8][C:9](=[O:23])[CH2:10][S:11]([C:12]2[NH:13][N:14]=[C:15]([C:17]3[CH:18]=[N:19][CH:20]=[CH:21][CH:22]=3)[N:16]=2)=[O:32])[CH:5]=[CH:6][CH:7]=1. The yield is 0.450. (2) The reactants are [F:1][C:2]1[C:3]([NH:12][C:13]2[CH:18]=[CH:17][C:16]([I:19])=[CH:15][C:14]=2[F:20])=[C:4]([CH:8]=[CH:9][C:10]=1[F:11])[C:5]([OH:7])=O.C1CN([P+](ON2N=NC3C=CC=CC2=3)(N2CCCC2)N2CCCC2)CC1.F[P-](F)(F)(F)(F)F.Cl.[NH:55]1[CH2:58][CH:57]([OH:59])[CH2:56]1.CCN(C(C)C)C(C)C. The catalyst is CN(C=O)C. The product is [F:1][C:2]1[C:3]([NH:12][C:13]2[CH:18]=[CH:17][C:16]([I:19])=[CH:15][C:14]=2[F:20])=[C:4]([C:5]([N:55]2[CH2:58][CH:57]([OH:59])[CH2:56]2)=[O:7])[CH:8]=[CH:9][C:10]=1[F:11]. The yield is 0.870. (3) The reactants are [F:1][C:2]1[CH:11]=[CH:10][CH:9]=[C:8]2[C:3]=1[C:4](=[O:22])[C:5]([C:15]1[CH:20]=[CH:19][CH:18]=[C:17]([F:21])[CH:16]=1)=[C:6]([C@H:12](O)[CH3:13])[O:7]2.[CH3:23][O:24][C:25]1[CH:30]=[CH:29][C:28]([C:31]2[C:39]3[C:34](=[N:35][CH:36]=[N:37][C:38]=3[NH2:40])[NH:33][N:32]=2)=[CH:27][C:26]=1[N+:41]([O-:43])=[O:42].C1(P(C2C=CC=CC=2)C2C=CC=CC=2)C=CC=CC=1.CC(OC(/N=N/C(OC(C)C)=O)=O)C. The catalyst is C1COCC1. The product is [NH2:40][C:38]1[N:37]=[CH:36][N:35]=[C:34]2[N:33]([C@H:12]([C:6]3[O:7][C:8]4[C:3]([C:4](=[O:22])[C:5]=3[C:15]3[CH:20]=[CH:19][CH:18]=[C:17]([F:21])[CH:16]=3)=[C:2]([F:1])[CH:11]=[CH:10][CH:9]=4)[CH3:13])[N:32]=[C:31]([C:28]3[CH:29]=[CH:30][C:25]([O:24][CH3:23])=[C:26]([N+:41]([O-:43])=[O:42])[CH:27]=3)[C:39]=12. The yield is 0.290.